The task is: Predict which catalyst facilitates the given reaction.. This data is from Catalyst prediction with 721,799 reactions and 888 catalyst types from USPTO. (1) Reactant: [Cl:1][C:2]1[CH:3]=[CH:4][C:5]([C:34]#[N:35])=[C:6]([C:8]2[C:13]([O:14][CH3:15])=[CH:12][N:11]([CH:16]([CH2:24][C@H:25]3[CH2:30][CH2:29][C@@H:28]([O:31][CH3:32])[CH2:27][CH2:26]3)[C:17]([O:19]C(C)(C)C)=[O:18])[C:10](=[O:33])[CH:9]=2)[CH:7]=1.C(O)(C(F)(F)F)=O. Product: [Cl:1][C:2]1[CH:3]=[CH:4][C:5]([C:34]#[N:35])=[C:6]([C:8]2[C:13]([O:14][CH3:15])=[CH:12][N:11]([CH:16]([CH2:24][C@H:25]3[CH2:30][CH2:29][C@@H:28]([O:31][CH3:32])[CH2:27][CH2:26]3)[C:17]([OH:19])=[O:18])[C:10](=[O:33])[CH:9]=2)[CH:7]=1. The catalyst class is: 4. (2) Reactant: [F:1][C:2]1[CH:7]=[C:6]([O:8][C:9]2[CH:14]=[CH:13][CH:12]=[CH:11][CH:10]=2)[CH:5]=[CH:4][C:3]=1[CH2:15]O.P(Br)(Br)[Br:18].CCOC(C)=O. Product: [Br:18][CH2:15][C:3]1[CH:4]=[CH:5][C:6]([O:8][C:9]2[CH:14]=[CH:13][CH:12]=[CH:11][CH:10]=2)=[CH:7][C:2]=1[F:1]. The catalyst class is: 1. (3) Product: [Cl:1][C:2]1[N:10]=[CH:9][CH:8]=[CH:7][C:3]=1[C:4]([NH:24][CH2:23][C:21]1[S:22][C:18]([O:11][C:12]2[CH:13]=[CH:14][CH:15]=[CH:16][CH:17]=2)=[CH:19][CH:20]=1)=[O:6]. The catalyst class is: 35. Reactant: [Cl:1][C:2]1[N:10]=[CH:9][CH:8]=[CH:7][C:3]=1[C:4]([OH:6])=O.[O:11]([C:18]1[S:22][C:21]([CH2:23][NH2:24])=[CH:20][CH:19]=1)[C:12]1[CH:17]=[CH:16][CH:15]=[CH:14][CH:13]=1.F[P-](F)(F)(F)(F)F.N1(O[P+](N(C)C)(N(C)C)N(C)C)C2C=CC=CC=2N=N1.C(N(CC)CC)C. (4) Reactant: [C:1]1([O:8][CH3:9])[C:2](=[CH:4][CH:5]=[CH:6][CH:7]=1)[OH:3].[H-].[Na+].Cl[CH:13]1[CH2:17][CH2:16][CH2:15][C:14]1=[O:18]. Product: [CH3:9][O:8][C:1]1[CH:7]=[CH:6][CH:5]=[CH:4][C:2]=1[O:3][CH:13]1[CH2:17][CH2:16][CH2:15][C:14]1=[O:18]. The catalyst class is: 9.